The task is: Predict the reaction yield, written as a fraction of the theoretical maximum amount of product (1.0 means a 100% yield; for example, 0.34 means a 34% yield).. This data is from Reaction yield outcomes from USPTO patents with 853,638 reactions. (1) The reactants are [Br:1][C:2]1[CH:3]=[C:4]([CH2:8][CH:9]=[O:10])[CH:5]=[CH:6][CH:7]=1.C1CCN2C(=NCCC2)CC1.[N+:22]([CH2:25][CH3:26])([O-:24])=[O:23]. The catalyst is C1COCC1. The product is [Br:1][C:2]1[CH:3]=[C:4]([CH2:8][CH:9]([OH:10])[CH:25]([N+:22]([O-:24])=[O:23])[CH3:26])[CH:5]=[CH:6][CH:7]=1. The yield is 0.440. (2) The reactants are [OH:1][C:2]1[CH:11]=[C:10]([CH3:12])[CH:9]=[CH:8][C:3]=1[C:4]([O:6][CH3:7])=[O:5].N12CCN(CC1)CC2.[CH3:21][N:22]([CH3:26])[C:23](Cl)=[S:24]. The catalyst is CN(C)C=O. The product is [CH3:21][N:22]([CH3:26])[C:23]([O:1][C:2]1[CH:11]=[C:10]([CH3:12])[CH:9]=[CH:8][C:3]=1[C:4]([O:6][CH3:7])=[O:5])=[S:24]. The yield is 0.820. (3) The reactants are [CH3:1][CH:2]([CH3:20])[C@@H:3]([N:7]1[C:16](=[O:17])[C:15]2=[CH:18][NH:19][C:13]3[C:14]2=[C:9]([CH:10]=[CH:11][N:12]=3)[CH2:8]1)[C:4]([OH:6])=O.C1C=CC2N(O)N=NC=2C=1.C(Cl)CCl.Cl.[NH:36]1[CH2:39][CH:38]([C:40]#[N:41])[CH2:37]1.CN1CCOCC1. The catalyst is CN(C=O)C. The product is [CH3:1][CH:2]([CH3:20])[C@@H:3]([N:7]1[C:16](=[O:17])[C:15]2=[CH:18][NH:19][C:13]3[C:14]2=[C:9]([CH:10]=[CH:11][N:12]=3)[CH2:8]1)[C:4]([N:36]1[CH2:39][CH:38]([C:40]#[N:41])[CH2:37]1)=[O:6]. The yield is 0.280. (4) The reactants are [Cl:1][C:2]1[C:3]([NH:23][C:24]2[C:33]([F:34])=[CH:32][CH:31]=[CH:30][C:25]=2[C:26]([NH:28][CH3:29])=[O:27])=[N:4][C:5]([NH:8][C:9]2[CH:10]=[CH:11][C:12]3[CH2:18][NH:17][CH2:16][C:15](=[O:19])[N:14]([CH2:20][CH3:21])[C:13]=3[CH:22]=2)=[N:6][CH:7]=1.C(=O)([O-])[O-].[K+].[K+].Br[CH2:42][CH2:43][OH:44]. The catalyst is C(O)C. The product is [Cl:1][C:2]1[C:3]([NH:23][C:24]2[C:33]([F:34])=[CH:32][CH:31]=[CH:30][C:25]=2[C:26]([NH:28][CH3:29])=[O:27])=[N:4][C:5]([NH:8][C:9]2[CH:10]=[CH:11][C:12]3[CH2:18][N:17]([CH2:42][CH2:43][OH:44])[CH2:16][C:15](=[O:19])[N:14]([CH2:20][CH3:21])[C:13]=3[CH:22]=2)=[N:6][CH:7]=1. The yield is 0.460. (5) The reactants are [Cl:1][C:2]1[CH:3]=[C:4]2C(=[CH:10][CH:11]=1)NC(=O)[C:6]([OH:13])=[C:5]2[C:14]([O:16][CH2:17][CH3:18])=[O:15].O[C:20]1C(=O)N(C)C2C(C=1C(OCC)=O)=CC=CC=2.C([O-])([O-])=O.[Cs+].[Cs+].IC.[CH3:45][N:46]([CH:48]=[O:49])[CH3:47]. The catalyst is C(Cl)Cl. The product is [Cl:1][C:2]1[CH:3]=[C:4]2[C:45](=[CH:10][CH:11]=1)[N:46]([CH3:47])[C:48](=[O:49])[C:6]([O:13][CH3:20])=[C:5]2[C:14]([O:16][CH2:17][CH3:18])=[O:15]. The yield is 1.01. (6) The reactants are [F:1][C:2]1[CH:3]=[CH:4][CH:5]=[C:6]2[C:10]=1[NH:9][C:8]([C:11]1[C:16]3[N:17]=[C:18]([NH:21][C@@H:22]4[CH2:27][CH2:26][CH2:25][CH2:24][C@@H:23]4[NH:28]C(=O)OC(C)(C)C)[N:19]=[CH:20][C:15]=3[CH:14]=[N:13][CH:12]=1)=[CH:7]2.C(OC(=O)C)C.Cl. No catalyst specified. The yield is 0.980. The product is [F:1][C:2]1[CH:3]=[CH:4][CH:5]=[C:6]2[C:10]=1[NH:9][C:8]([C:11]1[C:16]3[N:17]=[C:18]([NH:21][C@H:22]4[CH2:27][CH2:26][CH2:25][CH2:24][C@H:23]4[NH2:28])[N:19]=[CH:20][C:15]=3[CH:14]=[N:13][CH:12]=1)=[CH:7]2. (7) The reactants are Cl.[CH:2]1[C:11]2[C:6](=[CH:7][CH:8]=[CH:9][CH:10]=2)[CH:5]=[CH:4][C:3]=1[CH2:12][C:13]([OH:15])=[O:14].[CH2:16](O)[CH3:17]. The yield is 0.990. No catalyst specified. The product is [CH:2]1[C:11]2[C:6](=[CH:7][CH:8]=[CH:9][CH:10]=2)[CH:5]=[CH:4][C:3]=1[CH2:12][C:13]([O:15][CH2:16][CH3:17])=[O:14].